From a dataset of Full USPTO retrosynthesis dataset with 1.9M reactions from patents (1976-2016). Predict the reactants needed to synthesize the given product. (1) Given the product [OH:1][C:2]1[CH:7]=[C:6]([F:8])[CH:5]=[CH:4][C:3]=1[CH2:9][CH2:10][C:11]1[CH:16]=[CH:15][C:14]([S:17]([C:20]2[CH:25]=[CH:24][CH:23]=[CH:22][C:21]=2[F:26])(=[O:18])=[O:19])=[CH:13][N:12]=1, predict the reactants needed to synthesize it. The reactants are: [OH:1][C:2]1[CH:7]=[C:6]([F:8])[CH:5]=[CH:4][C:3]=1/[CH:9]=[CH:10]/[C:11]1[CH:16]=[CH:15][C:14]([S:17]([C:20]2[CH:25]=[CH:24][CH:23]=[CH:22][C:21]=2[F:26])(=[O:19])=[O:18])=[CH:13][N:12]=1. (2) Given the product [N+:1]([C:4]1[C:5]([NH:13][C@H:14]2[CH2:19][CH2:18][C@H:17]([CH2:20][S:21]([Cl:27])(=[O:24])=[O:22])[CH2:16][CH2:15]2)=[C:6]2[S:12][CH:11]=[CH:10][C:7]2=[N:8][CH:9]=1)([O-:3])=[O:2], predict the reactants needed to synthesize it. The reactants are: [N+:1]([C:4]1[C:5]([NH:13][C@H:14]2[CH2:19][CH2:18][C@H:17]([CH2:20][S:21]([OH:24])(=O)=[O:22])[CH2:16][CH2:15]2)=[C:6]2[S:12][CH:11]=[CH:10][C:7]2=[N:8][CH:9]=1)([O-:3])=[O:2].S(Cl)([Cl:27])=O. (3) Given the product [CH2:11]([O:18][C:19]1[N:24]=[C:23]([NH:25][CH:8]=[O:10])[C:22]([F:26])=[CH:21][N:20]=1)[C:12]1[CH:13]=[CH:14][CH:15]=[CH:16][CH:17]=1, predict the reactants needed to synthesize it. The reactants are: C(OC(=O)C)(=O)C.[CH:8]([OH:10])=O.[CH2:11]([O:18][C:19]1[N:24]=[C:23]([NH2:25])[C:22]([F:26])=[CH:21][N:20]=1)[C:12]1[CH:17]=[CH:16][CH:15]=[CH:14][CH:13]=1.